This data is from Catalyst prediction with 721,799 reactions and 888 catalyst types from USPTO. The task is: Predict which catalyst facilitates the given reaction. (1) Reactant: [CH:1]([C@@H:4]1[CH2:8][O:7][C:6](=[O:9])[N:5]1[C:10]1[CH:18]=[CH:17][C:13]([C:14]([OH:16])=O)=[CH:12][CH:11]=1)([CH3:3])[CH3:2].Cl.[Cl:20][C:21]1[CH:26]=[CH:25][C:24]([C:27]([CH:29]2[CH2:34][CH2:33][NH:32][CH2:31][CH2:30]2)=[O:28])=[CH:23][CH:22]=1.O.[Cl-].COC1N=C(OC)N=C([N+]2(C)CCOCC2)N=1.CN1CCOCC1. Product: [Cl:20][C:21]1[CH:22]=[CH:23][C:24]([C:27]([CH:29]2[CH2:34][CH2:33][N:32]([C:14]([C:13]3[CH:12]=[CH:11][C:10]([N:5]4[C@H:4]([CH:1]([CH3:2])[CH3:3])[CH2:8][O:7][C:6]4=[O:9])=[CH:18][CH:17]=3)=[O:16])[CH2:31][CH2:30]2)=[O:28])=[CH:25][CH:26]=1. The catalyst class is: 254. (2) Reactant: Br.Br[CH:3]([N:14]1[CH:18]=[N:17][CH:16]=[N:15]1)[C:4]([C:6]1[CH:7]=[C:8]([CH:11]=[CH:12][CH:13]=1)[C:9]#[N:10])=O.[CH3:19][C:20]1[N:25]=[C:24]([NH:26][C:27]([NH2:29])=[S:28])[CH:23]=[CH:22][CH:21]=1. Product: [CH3:19][C:20]1[N:25]=[C:24]([NH:26][C:27]2[S:28][C:3]([N:14]3[CH:18]=[N:17][CH:16]=[N:15]3)=[C:4]([C:6]3[CH:7]=[C:8]([CH:11]=[CH:12][CH:13]=3)[C:9]#[N:10])[N:29]=2)[CH:23]=[CH:22][CH:21]=1. The catalyst class is: 8. (3) Reactant: Cl.[Cl:2][C:3]1[CH:4]=[C:5]2[C:15](=[CH:16][CH:17]=1)[O:14][C:8]1([CH2:13][CH2:12][NH:11][CH2:10][CH2:9]1)[CH2:7][C:6]2=[O:18].[C:19]([O:24][C@@H:25]([C:27]1[N:32]=[C:31](Cl)[CH:30]=[CH:29][N:28]=1)[CH3:26])(=[O:23])[CH2:20][CH2:21][CH3:22].C(N(CC)CC)C. Product: [C:19]([O:24][C@@H:25]([C:27]1[N:28]=[C:29]([N:11]2[CH2:12][CH2:13][C:8]3([CH2:7][C:6](=[O:18])[C:5]4[C:15](=[CH:16][CH:17]=[C:3]([Cl:2])[CH:4]=4)[O:14]3)[CH2:9][CH2:10]2)[CH:30]=[CH:31][N:32]=1)[CH3:26])(=[O:23])[CH2:20][CH2:21][CH3:22]. The catalyst class is: 32. (4) Reactant: [Cl:1][C:2]1[N:7]=[C:6](Cl)[C:5]([F:9])=[CH:4][N:3]=1.C([Sn](CCCC)(CCCC)[C:15]([O:17][CH2:18][CH3:19])=[CH2:16])CCC. Product: [Cl:1][C:2]1[N:7]=[C:6]([C:15]([O:17][CH2:18][CH3:19])=[CH2:16])[C:5]([F:9])=[CH:4][N:3]=1. The catalyst class is: 3. (5) Reactant: C(Cl)(=O)C(Cl)=O.CS(C)=O.[C:11]([O:15][C:16]([N:18]1[C@H:23]([CH2:24][OH:25])[C@@H:22]2[CH2:26][C@H:19]1[CH2:20][CH2:21]2)=[O:17])([CH3:14])([CH3:13])[CH3:12].CCN(C(C)C)C(C)C. Product: [C:11]([O:15][C:16]([N:18]1[C@H:23]([CH:24]=[O:25])[C@@H:22]2[CH2:26][C@H:19]1[CH2:20][CH2:21]2)=[O:17])([CH3:14])([CH3:12])[CH3:13]. The catalyst class is: 2. (6) Reactant: [C:1]([C:3]1[CH:4]=[C:5]([CH:7]=[CH:8][CH:9]=1)[NH2:6])#[CH:2].C(N(CC)CC)C.[Cl:17][CH:18]([Cl:22])[C:19](Cl)=[O:20]. Product: [Cl:17][CH:18]([Cl:22])[C:19]([NH:6][C:5]1[CH:7]=[CH:8][CH:9]=[C:3]([C:1]#[CH:2])[CH:4]=1)=[O:20]. The catalyst class is: 4. (7) Reactant: Cl[CH2:2][CH:3]1[CH2:7][O:6][C:5](=[O:8])[O:4]1.[CH3:9][C:10]([CH3:13])([O-:12])[CH3:11].[Na+]. Product: [C:5](=[O:8])([O:6][CH2:7][CH:3]1[O:4][CH2:2]1)[O:12][C:10]([CH3:13])([CH3:11])[CH3:9]. The catalyst class is: 7. (8) Reactant: FC(F)(F)C([NH:5][C@H:6]([CH3:15])[CH2:7][C:8]1[CH:13]=[CH:12][C:11]([I:14])=[CH:10][CH:9]=1)=O.[OH-].[Na+]. Product: [I:14][C:11]1[CH:10]=[CH:9][C:8]([CH2:7][C@H:6]([NH2:5])[CH3:15])=[CH:13][CH:12]=1. The catalyst class is: 872. (9) Reactant: [O:1]1[CH2:6][CH2:5][N:4]([C:7]2[CH:12]=[CH:11][C:10]([NH:13][CH:14]=[C:15]3[C:23]4[C:18](=[CH:19][CH:20]=[CH:21][CH:22]=4)[NH:17][C:16]3=[O:24])=[CH:9][CH:8]=2)[CH2:3][CH2:2]1.[CH2:25]=O.[NH:27]1[CH2:32][CH2:31][CH2:30][CH2:29][CH2:28]1. Product: [N:4]1([C:7]2[CH:12]=[CH:11][C:10]([NH:13][CH:14]=[C:15]3[C:23]4[C:18](=[CH:19][CH:20]=[CH:21][CH:22]=4)[N:17]([CH2:25][N:27]4[CH2:32][CH2:31][CH2:30][CH2:29][CH2:28]4)[C:16]3=[O:24])=[CH:9][CH:8]=2)[CH2:5][CH2:6][O:1][CH2:2][CH2:3]1. The catalyst class is: 14.